Dataset: Reaction yield outcomes from USPTO patents with 853,638 reactions. Task: Predict the reaction yield, written as a fraction of the theoretical maximum amount of product (1.0 means a 100% yield; for example, 0.34 means a 34% yield). The reactants are [CH:1]1([C@:4]([OH:24])([CH3:23])[CH2:5][NH:6][C:7]([C:9]2[CH:14]=[N:13][C:12](Br)=[C:11]([C:16]3[CH:21]=[CH:20][C:19]([Cl:22])=[CH:18][CH:17]=3)[N:10]=2)=[O:8])[CH2:3][CH2:2]1.C(=O)([O-])[O-].[Cs+].[Cs+].C(OCC)(=O)C.[F:37][C:38]([F:42])([F:41])[CH2:39][OH:40]. No catalyst specified. The product is [CH:1]1([C@:4]([OH:24])([CH3:23])[CH2:5][NH:6][C:7]([C:9]2[CH:14]=[N:13][C:12]([O:40][CH2:39][C:38]([F:42])([F:41])[F:37])=[C:11]([C:16]3[CH:21]=[CH:20][C:19]([Cl:22])=[CH:18][CH:17]=3)[N:10]=2)=[O:8])[CH2:3][CH2:2]1. The yield is 0.980.